Task: Regression. Given a peptide amino acid sequence and an MHC pseudo amino acid sequence, predict their binding affinity value. This is MHC class I binding data.. Dataset: Peptide-MHC class I binding affinity with 185,985 pairs from IEDB/IMGT (1) The peptide sequence is KSNGAQQWL. The MHC is HLA-A26:01 with pseudo-sequence HLA-A26:01. The binding affinity (normalized) is 0.0847. (2) The peptide sequence is GFAIPIILK. The MHC is HLA-A80:01 with pseudo-sequence HLA-A80:01. The binding affinity (normalized) is 0.0847.